The task is: Predict the reactants needed to synthesize the given product.. This data is from Full USPTO retrosynthesis dataset with 1.9M reactions from patents (1976-2016). (1) Given the product [CH:42]1([CH:41]=[C:40]([C:11]2[NH:10][C:14]3=[N:15][CH:16]=[C:17]([O:19][CH2:20][CH2:21][OH:22])[CH:18]=[C:13]3[CH:12]=2)[C:47]2[CH:52]=[CH:51][C:50]([S:53]([CH3:56])(=[O:55])=[O:54])=[CH:49][CH:48]=2)[CH2:46][CH2:45][CH2:44][CH2:43]1, predict the reactants needed to synthesize it. The reactants are: C1(S([N:10]2[C:14]3=[N:15][CH:16]=[C:17]([O:19][CH2:20][CH2:21][O:22][Si](C(C)(C)C)(C4C=CC=CC=4)C4C=CC=CC=4)[CH:18]=[C:13]3[CH:12]=[C:11]2[C:40]([C:47]2[CH:52]=[CH:51][C:50]([S:53]([CH3:56])(=[O:55])=[O:54])=[CH:49][CH:48]=2)=[CH:41][CH:42]2[CH2:46][CH2:45][CH2:44][CH2:43]2)(=O)=O)C=CC=CC=1.[F-].C([N+](CCCC)(CCCC)CCCC)CCC. (2) Given the product [Cl:1][C:2]1[N:11]=[C:10]([N:20]([C:19]2[CH:22]=[CH:23][C:16]([O:15][C:14]([F:13])([F:24])[F:25])=[CH:17][CH:18]=2)[CH3:21])[C:9]2[C:4](=[CH:5][CH:6]=[CH:7][CH:8]=2)[N:3]=1, predict the reactants needed to synthesize it. The reactants are: [Cl:1][C:2]1[N:11]=[C:10](Cl)[C:9]2[C:4](=[CH:5][CH:6]=[CH:7][CH:8]=2)[N:3]=1.[F:13][C:14]([F:25])([F:24])[O:15][C:16]1[CH:23]=[CH:22][C:19]([NH:20][CH3:21])=[CH:18][CH:17]=1.